Predict which catalyst facilitates the given reaction. From a dataset of Catalyst prediction with 721,799 reactions and 888 catalyst types from USPTO. (1) Reactant: [F:1][C:2]1[CH:3]=[C:4]([CH2:8][CH2:9][CH2:10][CH2:11][C:12]([O:14]CC)=[O:13])[CH:5]=[CH:6][CH:7]=1.[OH-].[Na+]. Product: [F:1][C:2]1[CH:3]=[C:4]([CH2:8][CH2:9][CH2:10][CH2:11][C:12]([OH:14])=[O:13])[CH:5]=[CH:6][CH:7]=1. The catalyst class is: 8. (2) Reactant: [CH2:1]([O:4][C:5]([O:7][CH2:8][C:9]([OH:11])=O)=[O:6])[CH:2]=[CH2:3].C(Cl)(=O)C([Cl:15])=O.CN(C)C=O. Product: [CH2:1]([O:4][C:5]([O:7][CH2:8][C:9]([Cl:15])=[O:11])=[O:6])[CH:2]=[CH2:3]. The catalyst class is: 7. (3) Product: [Br:1][C:2]1[CH:3]=[C:4]([CH:7]([NH:17][CH2:21][CH2:20][CH:19]([CH3:23])[CH3:18])[CH2:8][O:9][Si:10]([C:13]([CH3:14])([CH3:16])[CH3:15])([CH3:12])[CH3:11])[S:5][CH:6]=1. The catalyst class is: 5. Reactant: [Br:1][C:2]1[CH:3]=[C:4]([CH:7]([NH2:17])[CH2:8][O:9][Si:10]([C:13]([CH3:16])([CH3:15])[CH3:14])([CH3:12])[CH3:11])[S:5][CH:6]=1.[CH3:18][CH:19]([CH3:23])[CH2:20][CH:21]=O.[BH4-].[Na+]. (4) Reactant: [CH:1]1([NH2:7])[CH2:6][CH2:5][CH2:4][CH2:3]C1.Cl[C:9]1[NH:10][C:11](=[O:24])[C:12]2[N:17]([CH3:18])[N:16]=[C:15]([CH:19]3[CH2:23][CH2:22][CH2:21][CH2:20]3)[C:13]=2[N:14]=1. Product: [CH:19]1([C:15]2[C:13]3[N:14]=[C:9]([N:7]4[CH2:3][CH2:4][CH2:5][CH2:6][CH2:1]4)[NH:10][C:11](=[O:24])[C:12]=3[N:17]([CH3:18])[N:16]=2)[CH2:23][CH2:22][CH2:21][CH2:20]1. The catalyst class is: 218.